Regression/Classification. Given a drug SMILES string, predict its toxicity properties. Task type varies by dataset: regression for continuous values (e.g., LD50, hERG inhibition percentage) or binary classification for toxic/non-toxic outcomes (e.g., AMES mutagenicity, cardiotoxicity, hepatotoxicity). Dataset: herg. From a dataset of hERG channel blocking data for cardiac toxicity assessment. (1) The compound is N=c1nc(N)c(NCO)c(N)n1O. The result is 0 (non-blocker). (2) The compound is O=C1CCC(c2ccc(Nc3ccncc3)cc2)=NN1. The result is 1 (blocker). (3) The compound is CCOC(=O)C1(c2ccccc2)CCN(C)CC1. The result is 1 (blocker). (4) The drug is COc1cc(CNC(=O)CCCC/C=C/C(C)C)ccc1O. The result is 1 (blocker). (5) The molecule is COc1cc2oc(C(=O)NC3CCN(Cc4ccc5c(c4)OCO5)CC3)cc(=O)c2cc1F. The result is 1 (blocker).